This data is from Full USPTO retrosynthesis dataset with 1.9M reactions from patents (1976-2016). The task is: Predict the reactants needed to synthesize the given product. (1) Given the product [F:35][C:36]1[CH:41]=[CH:40][C:39]([C:42]2[N:47]=[C:46]([O:48][CH2:49][CH2:50][CH2:51][CH2:52][CH2:53][C:18]([NH:1][C@H:2]([C:15]([OH:17])=[O:16])[CH2:3][C:4]3[CH:5]=[CH:6][C:7]([OH:10])=[CH:8][CH:9]=3)=[O:20])[CH:45]=[C:44]([C:57]3[CH:58]=[CH:59][CH:60]=[CH:61][CH:62]=3)[CH:43]=2)=[CH:38][CH:37]=1, predict the reactants needed to synthesize it. The reactants are: [NH:1]([C:18]([O:20]CC1C2C(=CC=CC=2)C2C1=CC=CC=2)=O)[C@H:2]([C:15]([OH:17])=[O:16])[CH2:3][C:4]1[CH:9]=[CH:8][C:7]([O:10]C(C)(C)C)=[CH:6][CH:5]=1.[F:35][C:36]1[CH:41]=[CH:40][C:39]([C:42]2[N:47]=[C:46]([O:48][CH2:49][CH2:50][CH2:51][CH2:52][CH2:53]C(O)=O)[CH:45]=[C:44]([C:57]3[CH:62]=[CH:61][CH:60]=[CH:59][CH:58]=3)[CH:43]=2)=[CH:38][CH:37]=1.CN(C(ON1N=NC2C=CC=CC1=2)=[N+](C)C)C.F[P-](F)(F)(F)(F)F.C1C=CC2N(O)N=NC=2C=1. (2) The reactants are: [CH:1]([C:3]1[N:8]=[C:7]([OH:9])[C:6]([NH:10][C:11](=[O:25])[CH:12]([C:19]2[CH:24]=[CH:23][CH:22]=[CH:21][CH:20]=2)[C:13]2[CH:18]=[CH:17][CH:16]=[CH:15][CH:14]=2)=[CH:5][N:4]=1)=[O:2].[O-:26]Cl=O.[Na+].[OH-].[K+]. Given the product [C:19]1([CH:12]([C:13]2[CH:18]=[CH:17][CH:16]=[CH:15][CH:14]=2)[C:11]([NH:10][C:6]2[C:7]([OH:9])=[N:8][C:3]([C:1]([OH:26])=[O:2])=[N:4][CH:5]=2)=[O:25])[CH:20]=[CH:21][CH:22]=[CH:23][CH:24]=1, predict the reactants needed to synthesize it. (3) Given the product [CH2:1]([O:8][C:9](=[O:47])[NH:10][C@H:11]([C:13](=[O:46])[NH:14][C@H:15]([C:23](=[O:45])[NH:24][C@@H:25]([CH2:38][C:39]1[CH:40]=[CH:41][CH:42]=[CH:43][CH:44]=1)[C:26]([C:28](=[O:37])[NH:29][CH2:30][C:31]1[CH:32]=[CH:33][CH:34]=[CH:35][CH:36]=1)=[O:27])[CH2:16][C:17]1[CH:18]=[CH:19][N:20]=[CH:21][CH:22]=1)[CH3:12])[C:2]1[CH:3]=[CH:4][CH:5]=[CH:6][CH:7]=1, predict the reactants needed to synthesize it. The reactants are: [CH2:1]([O:8][C:9](=[O:47])[NH:10][C@H:11]([C:13](=[O:46])[NH:14][C@H:15]([C:23](=[O:45])[NH:24][C@@H:25]([CH2:38][C:39]1[CH:44]=[CH:43][CH:42]=[CH:41][CH:40]=1)[CH:26]([C:28](=[O:37])[NH:29][CH2:30][C:31]1[CH:36]=[CH:35][CH:34]=[CH:33][CH:32]=1)[OH:27])[CH2:16][C:17]1[CH:22]=[CH:21][N:20]=[CH:19][CH:18]=1)[CH3:12])[C:2]1[CH:7]=[CH:6][CH:5]=[CH:4][CH:3]=1.CC(OI1(OC(C)=O)(OC(C)=O)OC(=O)C2C=CC=CC1=2)=O. (4) The reactants are: [Si]([O:8][CH:9]([C:22]1[O:23][C:24]([C:27]2[CH:32]=[C:31]([CH3:33])[CH:30]=[CH:29][N:28]=2)=[CH:25][N:26]=1)[CH2:10][CH2:11][CH2:12][CH2:13][CH2:14][CH2:15][C:16]1[CH:21]=[CH:20][CH:19]=[CH:18][CH:17]=1)(C(C)(C)C)(C)C.[Si](OC(C1OC([Sn](CCCC)(CCCC)CCCC)=CN=1)CCCCCCC1C=CC=CC=1)(C(C)(C)C)(C)C.BrC1C=C(C)C=CN=1. Given the product [CH3:33][C:31]1[CH:30]=[CH:29][N:28]=[C:27]([C:24]2[O:23][C:22]([C:9](=[O:8])[CH2:10][CH2:11][CH2:12][CH2:13][CH2:14][CH2:15][C:16]3[CH:17]=[CH:18][CH:19]=[CH:20][CH:21]=3)=[N:26][CH:25]=2)[CH:32]=1, predict the reactants needed to synthesize it. (5) Given the product [CH2:4]1[CH:3]2[CH:2]([C:1]3[O:11][N:12]=[C:20]([NH2:21])[N:10]=3)[CH2:9][N:6]([CH2:14]2)[CH2:5]1, predict the reactants needed to synthesize it. The reactants are: [C:1](#[N:10])[C:2]1[CH:9]=CC=[C:4]([C:5]#[N:6])[CH:3]=1.[OH:11][NH2:12].Cl[CH2:14]CCC(Cl)=O.[CH3:20][N:21](C)C1C=CC=CC=1. (6) Given the product [C:1]([C:3]1[CH:4]=[CH:5][C:6]2[C:7]3[C:8](=[O:30])[C:9]4[CH:21]=[CH:20][C:19]([O:22][S:23]([C:26]([F:29])([F:27])[F:28])(=[O:24])=[O:25])=[CH:18][C:10]=4[C:11]([CH3:16])([CH3:17])[C:12]=3[NH:13][C:14]=2[N:39]=1)#[N:2], predict the reactants needed to synthesize it. The reactants are: [C:1]([C:3]1C=[C:14]2[C:6]([C:7]3[C:8](=[O:30])[C:9]4[CH:21]=[CH:20][C:19]([O:22][S:23]([C:26]([F:29])([F:28])[F:27])(=[O:25])=[O:24])=[CH:18][C:10]=4[C:11]([CH3:17])([CH3:16])[C:12]=3[NH:13]2)=[CH:5][CH:4]=1)#[N:2].OC1C=CC2C(=O)C3C4C=CC(C#N)=NC=4[NH:39]C=3C(C)(C)C=2C=1. (7) The reactants are: [CH3:1][C:2]1[CH:3]=[C:4]([NH:8][C:9](=O)[CH2:10][N:11]2[CH2:16][CH2:15][N:14]([C:17]3[CH:22]=[CH:21][CH:20]=[CH:19][N:18]=3)[CH2:13][C@@H:12]2[CH3:23])[CH:5]=[CH:6][CH:7]=1.COC1C=CC(P2(=S)SP(=S)(C3C=CC(OC)=CC=3)[S:34]2)=CC=1. Given the product [CH3:1][C:2]1[CH:3]=[C:4]([NH:8][C:9](=[S:34])[CH2:10][N:11]2[CH2:16][CH2:15][N:14]([C:17]3[CH:22]=[CH:21][CH:20]=[CH:19][N:18]=3)[CH2:13][C@@H:12]2[CH3:23])[CH:5]=[CH:6][CH:7]=1, predict the reactants needed to synthesize it.